From a dataset of Catalyst prediction with 721,799 reactions and 888 catalyst types from USPTO. Predict which catalyst facilitates the given reaction. (1) Reactant: [O:1]=[C:2]1[NH:11][C:10]2[N:9]=[CH:8][C:7](/[CH:12]=[CH:13]/[C:14]([O:16][CH2:17][CH3:18])=[O:15])=[CH:6][C:5]=2[CH2:4][CH2:3]1. Product: [O:1]=[C:2]1[NH:11][C:10]2[N:9]=[CH:8][C:7]([CH2:12][CH2:13][C:14]([O:16][CH2:17][CH3:18])=[O:15])=[CH:6][C:5]=2[CH2:4][CH2:3]1. The catalyst class is: 19. (2) Product: [CH2:1]([O:8][C:9](=[O:31])[NH:10][CH:11]1[C:17](=[O:18])[N:16]([CH3:19])[C:15]2[CH:20]=[CH:21][CH:22]=[CH:23][C:14]=2[C:13]([C:24]2[CH:29]=[CH:28][C:27]([C:82](=[O:83])[NH2:80])=[CH:26][CH:25]=2)=[N:12]1)[C:2]1[CH:7]=[CH:6][CH:5]=[CH:4][CH:3]=1. The catalyst class is: 167. Reactant: [CH2:1]([O:8][C:9](=[O:31])[NH:10][CH:11]1[C:17](=[O:18])[N:16]([CH3:19])[C:15]2[CH:20]=[CH:21][CH:22]=[CH:23][C:14]=2[C:13]([C:24]2[CH:29]=[CH:28][C:27](Br)=[CH:26][CH:25]=2)=[N:12]1)[C:2]1[CH:7]=[CH:6][CH:5]=[CH:4][CH:3]=1.C1(P(C2C=CC=CC=2)CCCP(C2C=CC=CC=2)C2C=CC=CC=2)C=CC=CC=1.C[Si](C)(C)N[Si](C)(C)C.C(N(CC)C(C)C)(C)C.C[N:80]([CH:82]=[O:83])C. (3) Reactant: [C:1]([O:5][C:6]([NH:8][C@H:9]([C:22]([O:24][C:25]([CH3:28])([CH3:27])[CH3:26])=[O:23])[CH2:10]/[CH:11]=[C:12](\[CH2:18][CH2:19][CH2:20][F:21])/[C:13]([O:15][CH2:16][CH3:17])=[O:14])=[O:7])([CH3:4])([CH3:3])[CH3:2].C(OC(N[C@H](C(OC(C)(C)C)=O)C/C=C(/CCCF)\C(OCC)=O)=O)(C)(C)C. Product: [C:1]([O:5][C:6]([NH:8][C@@H:9]([CH2:10][CH2:11][CH:12]([CH2:18][CH2:19][CH2:20][F:21])[C:13]([O:15][CH2:16][CH3:17])=[O:14])[C:22]([O:24][C:25]([CH3:27])([CH3:28])[CH3:26])=[O:23])=[O:7])([CH3:4])([CH3:3])[CH3:2]. The catalyst class is: 29.